From a dataset of Full USPTO retrosynthesis dataset with 1.9M reactions from patents (1976-2016). Predict the reactants needed to synthesize the given product. Given the product [CH3:19][C@@:7]1([CH2:6][OH:5])[O:12][C:11]2=[N:13][C:14]([N+:16]([O-:18])=[O:17])=[CH:15][N:10]2[CH2:9][CH2:8]1, predict the reactants needed to synthesize it. The reactants are: O.C([O:5][CH2:6][C@:7]1([CH3:19])[O:12][C:11]2=[N:13][C:14]([N+:16]([O-:18])=[O:17])=[CH:15][N:10]2[CH2:9][CH2:8]1)(=O)C.C([O-])([O-])=O.[K+].[K+].Cl.